From a dataset of Forward reaction prediction with 1.9M reactions from USPTO patents (1976-2016). Predict the product of the given reaction. (1) Given the reactants [F:1][C:2]([F:29])([F:28])[C:3]1[CH:27]=[CH:26][CH:25]=[CH:24][C:4]=1[C:5]([N:7]1[CH2:11][C:10]2[CH2:12][N:13]([C:15]3[CH:23]=[CH:22][C:18]([C:19](O)=[O:20])=[CH:17][N:16]=3)[CH2:14][C:9]=2[CH2:8]1)=[O:6].Cl.[S:31]1[C:35]([CH2:36][NH2:37])=[CH:34][N:33]=[CH:32]1, predict the reaction product. The product is: [S:31]1[C:35]([CH2:36][NH:37][C:19](=[O:20])[C:18]2[CH:22]=[CH:23][C:15]([N:13]3[CH2:12][C:10]4[CH2:11][N:7]([C:5](=[O:6])[C:4]5[CH:24]=[CH:25][CH:26]=[CH:27][C:3]=5[C:2]([F:28])([F:1])[F:29])[CH2:8][C:9]=4[CH2:14]3)=[N:16][CH:17]=2)=[CH:34][N:33]=[CH:32]1. (2) Given the reactants Cl[C:2]1[CH:7]=[C:6]([C:8]2[CH:16]=[CH:15][CH:14]=[C:13]3[C:9]=2[CH:10]=[N:11][NH:12]3)[N:5]=[C:4]2[N:17]([CH3:20])[N:18]=[CH:19][C:3]=12.CC1(C)C(C)(C)OB([C:29]2[CH:30]=[C:31]([CH:36]=[CH:37][CH:38]=2)[NH:32][C:33](=[O:35])[CH3:34])O1.C(=O)([O-])[O-].[Na+].[Na+], predict the reaction product. The product is: [NH:12]1[C:13]2[C:9](=[C:8]([C:6]3[N:5]=[C:4]4[N:17]([CH3:20])[N:18]=[CH:19][C:3]4=[C:2]([C:29]4[CH:30]=[C:31]([NH:32][C:33](=[O:35])[CH3:34])[CH:36]=[CH:37][CH:38]=4)[CH:7]=3)[CH:16]=[CH:15][CH:14]=2)[CH:10]=[N:11]1. (3) Given the reactants [H-].[Na+].[CH3:3][O:4][C:5]([C:7]1[CH:8]=[C:9]2[C:13](=[CH:14][CH:15]=1)[C:12](=[O:16])[NH:11][CH2:10]2)=[O:6].I[CH3:18], predict the reaction product. The product is: [CH3:3][O:4][C:5]([C:7]1[CH:8]=[C:9]2[C:13](=[CH:14][CH:15]=1)[C:12](=[O:16])[N:11]([CH3:18])[CH2:10]2)=[O:6]. (4) Given the reactants [CH2:1]([O:6][C:7]([NH:9][C@H:10]([C:15]([OH:17])=[O:16])[CH2:11][CH2:12][CH2:13][CH3:14])=[O:8])[CH2:2][CH2:3][CH:4]=C.C(OC(N[C@H](C(O)=O)CCCC)=O)C=C, predict the reaction product. The product is: [CH2:1]([O:6][C:7]([NH:9][C@H:10]([C:15]([OH:17])=[O:16])[CH2:11][CH2:12][CH2:13][CH3:14])=[O:8])[CH2:2][CH:3]=[CH2:4].